From a dataset of NCI-60 drug combinations with 297,098 pairs across 59 cell lines. Regression. Given two drug SMILES strings and cell line genomic features, predict the synergy score measuring deviation from expected non-interaction effect. (1) Drug 1: CC1OCC2C(O1)C(C(C(O2)OC3C4COC(=O)C4C(C5=CC6=C(C=C35)OCO6)C7=CC(=C(C(=C7)OC)O)OC)O)O. Drug 2: C1CCC(CC1)NC(=O)N(CCCl)N=O. Cell line: KM12. Synergy scores: CSS=40.6, Synergy_ZIP=-0.915, Synergy_Bliss=1.74, Synergy_Loewe=10.1, Synergy_HSA=11.0. (2) Drug 1: CC1C(C(=O)NC(C(=O)N2CCCC2C(=O)N(CC(=O)N(C(C(=O)O1)C(C)C)C)C)C(C)C)NC(=O)C3=C4C(=C(C=C3)C)OC5=C(C(=O)C(=C(C5=N4)C(=O)NC6C(OC(=O)C(N(C(=O)CN(C(=O)C7CCCN7C(=O)C(NC6=O)C(C)C)C)C)C(C)C)C)N)C. Drug 2: CC1=CC=C(C=C1)C2=CC(=NN2C3=CC=C(C=C3)S(=O)(=O)N)C(F)(F)F. Cell line: COLO 205. Synergy scores: CSS=51.0, Synergy_ZIP=7.86, Synergy_Bliss=6.69, Synergy_Loewe=-36.5, Synergy_HSA=4.86. (3) Drug 1: CNC(=O)C1=CC=CC=C1SC2=CC3=C(C=C2)C(=NN3)C=CC4=CC=CC=N4. Drug 2: CC1=C(N=C(N=C1N)C(CC(=O)N)NCC(C(=O)N)N)C(=O)NC(C(C2=CN=CN2)OC3C(C(C(C(O3)CO)O)O)OC4C(C(C(C(O4)CO)O)OC(=O)N)O)C(=O)NC(C)C(C(C)C(=O)NC(C(C)O)C(=O)NCCC5=NC(=CS5)C6=NC(=CS6)C(=O)NCCC[S+](C)C)O. Cell line: CAKI-1. Synergy scores: CSS=9.50, Synergy_ZIP=-9.14, Synergy_Bliss=-12.6, Synergy_Loewe=-18.1, Synergy_HSA=-10.7.